This data is from Reaction yield outcomes from USPTO patents with 853,638 reactions. The task is: Predict the reaction yield, written as a fraction of the theoretical maximum amount of product (1.0 means a 100% yield; for example, 0.34 means a 34% yield). The reactants are [I-].[CH:2]1([CH2:7][P+](C2C=CC=CC=2)(C2C=CC=CC=2)C2C=CC=CC=2)[CH2:6][CH2:5][CH2:4][CH2:3]1.C[Si]([N-][Si](C)(C)C)(C)C.[Na+].[CH2:37]([O:39][C:40](=[O:52])[C:41]([C:43]1[CH:48]=[CH:47][C:46]([S:49][CH2:50][CH3:51])=[CH:45][CH:44]=1)=O)[CH3:38]. The catalyst is O1CCCC1. The product is [CH2:37]([O:39][C:40](=[O:52])[C:41]([C:43]1[CH:48]=[CH:47][C:46]([S:49][CH2:50][CH3:51])=[CH:45][CH:44]=1)=[CH:7][CH:2]1[CH2:6][CH2:5][CH2:4][CH2:3]1)[CH3:38]. The yield is 0.500.